Dataset: Forward reaction prediction with 1.9M reactions from USPTO patents (1976-2016). Task: Predict the product of the given reaction. (1) The product is: [C:15]([O:14][C:12]([N:11]([CH:9]([C:4]1[CH:3]=[C:2]([F:1])[CH:7]=[C:6]([F:8])[CH:5]=1)[CH3:10])[C:12]([O:14][C:15]([CH3:18])([CH3:17])[CH3:16])=[O:13])=[O:13])([CH3:18])([CH3:17])[CH3:16]. Given the reactants [F:1][C:2]1[CH:3]=[C:4]([CH:9]([NH2:11])[CH3:10])[CH:5]=[C:6]([F:8])[CH:7]=1.[C:12](O[C:12]([O:14][C:15]([CH3:18])([CH3:17])[CH3:16])=[O:13])([O:14][C:15]([CH3:18])([CH3:17])[CH3:16])=[O:13], predict the reaction product. (2) Given the reactants [BH4-].[Na+].[CH2:3]([O:6][C:7]1[CH:15]=[CH:14][CH:13]=[C:12]2[C:8]=1[CH2:9][CH2:10][C:11]2=[O:16])[CH2:4][CH3:5], predict the reaction product. The product is: [CH2:3]([O:6][C:7]1[CH:15]=[CH:14][CH:13]=[C:12]2[C:8]=1[CH2:9][CH2:10][CH:11]2[OH:16])[CH2:4][CH3:5]. (3) Given the reactants Cl[C:2]1[N:7]=[C:6]([C:8]2[N:12]([CH3:13])[C:11]([CH3:14])=[N:10][CH:9]=2)[C:5]([F:15])=[CH:4][N:3]=1.[OH-].[NH4+:17], predict the reaction product. The product is: [CH3:13][N:12]1[C:8]([C:6]2[C:5]([F:15])=[CH:4][N:3]=[C:2]([NH2:17])[N:7]=2)=[CH:9][N:10]=[C:11]1[CH3:14]. (4) Given the reactants C([O:8][C:9]1[CH:18]=[C:17]2[C:12]([C:13]([O:19][C:20]3[C:21]([F:30])=[C:22]4[C:26](=[CH:27][CH:28]=3)[NH:25][C:24]([CH3:29])=[CH:23]4)=[N:14][CH:15]=[N:16]2)=[CH:11][C:10]=1[O:31][CH3:32])C1C=CC=CC=1.C([O-])=O.[NH4+], predict the reaction product. The product is: [F:30][C:21]1[C:20]([O:19][C:13]2[C:12]3[C:17](=[CH:18][C:9]([OH:8])=[C:10]([O:31][CH3:32])[CH:11]=3)[N:16]=[CH:15][N:14]=2)=[CH:28][CH:27]=[C:26]2[C:22]=1[CH:23]=[C:24]([CH3:29])[NH:25]2. (5) Given the reactants [C:1]([C:4]1[CH:5]=[N:6][CH:7]=[CH:8][C:9]=1[CH2:10][CH:11]1[CH2:20][CH2:19][C:18]2[C:13](=[CH:14][CH:15]=[C:16]([O:21][CH3:22])[CH:17]=2)[C:12]1=[O:23])(=[O:3])[CH3:2].[Cl:24][C:25]1[CH:32]=[CH:31][C:28]([CH2:29][Br:30])=[CH:27][CH:26]=1, predict the reaction product. The product is: [Br-:30].[C:1]([C:4]1[CH:5]=[N+:6]([CH2:29][C:28]2[CH:31]=[CH:32][C:25]([Cl:24])=[CH:26][CH:27]=2)[CH:7]=[CH:8][C:9]=1[CH2:10][CH:11]1[CH2:20][CH2:19][C:18]2[C:13](=[CH:14][CH:15]=[C:16]([O:21][CH3:22])[CH:17]=2)[C:12]1=[O:23])(=[O:3])[CH3:2].